This data is from Full USPTO retrosynthesis dataset with 1.9M reactions from patents (1976-2016). The task is: Predict the reactants needed to synthesize the given product. (1) Given the product [C:1]([NH:4][C:5]1[CH:6]=[C:7]2[C:8](=[CH:9][C:10]=1[O:11][CH3:12])[CH:24]([C:23]1[CH:26]=[CH:27][C:20]([N+:17]([O-:19])=[O:18])=[CH:21][CH:22]=1)[O:16][CH:14]([CH3:15])[CH2:13]2)(=[O:3])[CH3:2], predict the reactants needed to synthesize it. The reactants are: [C:1]([NH:4][C:5]1[CH:6]=[C:7]([CH2:13][CH:14]([OH:16])[CH3:15])[CH:8]=[CH:9][C:10]=1[O:11][CH3:12])(=[O:3])[CH3:2].[N+:17]([C:20]1[CH:27]=[CH:26][C:23]([CH:24]=O)=[CH:22][CH:21]=1)([O-:19])=[O:18]. (2) Given the product [F:8][C:7]1[C:2]2[N:1]=[C:13]([SH:14])[O:9][C:3]=2[CH:4]=[CH:5][CH:6]=1, predict the reactants needed to synthesize it. The reactants are: [NH2:1][C:2]1[C:7]([F:8])=[CH:6][CH:5]=[CH:4][C:3]=1[OH:9].CCO[C:13]([S-])=[S:14].[K+]. (3) Given the product [C:8]([OH:10])(=[O:9])[CH2:6][CH2:4][CH3:3].[C:8]([OH:10])(=[O:9])[CH2:6][CH2:4][CH3:3].[C:3]([CH:4]([CH:6]([C:8]([O:10][CH2:11][CH3:12])=[O:9])[OH:7])[OH:5])([O:14][CH2:15][CH3:16])=[O:13], predict the reactants needed to synthesize it. The reactants are: [H-].[Na+].[C:3]([O:14][CH2:15][CH3:16])(=[O:13])[CH:4]([CH:6]([C:8]([O:10][CH2:11][CH3:12])=[O:9])[OH:7])[OH:5].[Cl-]. (4) The reactants are: S(=O)(=O)(O)O.[CH3:6][O:7][C:8]([C:10]1[S:14][C:13]([CH2:15][CH:16](O)[C:17]2[C:18]([C:23]3[CH:28]=[CH:27][CH:26]=[CH:25][CH:24]=3)=[N:19][O:20][C:21]=2[CH3:22])=[N:12][C:11]=1[CH3:30])=[O:9]. Given the product [CH3:6][O:7][C:8]([C:10]1[S:14][C:13](/[CH:15]=[CH:16]/[C:17]2[C:18]([C:23]3[CH:28]=[CH:27][CH:26]=[CH:25][CH:24]=3)=[N:19][O:20][C:21]=2[CH3:22])=[N:12][C:11]=1[CH3:30])=[O:9], predict the reactants needed to synthesize it. (5) Given the product [ClH:40].[ClH:40].[ClH:40].[ClH:40].[F:1][C:2]1[CH:7]=[CH:6][C:5]([CH:8]([N:31]2[CH2:32][CH2:33][N:34]([CH:37]([CH3:39])[CH3:38])[CH2:35][CH2:36]2)[CH2:9][N:10]2[CH2:11][CH2:12][N:13]([CH2:16][CH2:17][CH2:18][C:19]3[S:23][C:22]([NH2:24])=[N:21][C:20]=3[C:25]3[CH:30]=[CH:29][CH:28]=[CH:27][CH:26]=3)[CH2:14][CH2:15]2)=[CH:4][CH:3]=1, predict the reactants needed to synthesize it. The reactants are: [F:1][C:2]1[CH:7]=[CH:6][C:5]([CH:8]([N:31]2[CH2:36][CH2:35][N:34]([CH:37]([CH3:39])[CH3:38])[CH2:33][CH2:32]2)[CH2:9][N:10]2[CH2:15][CH2:14][N:13]([CH2:16][CH2:17][CH2:18][C:19]3[S:23][C:22]([NH2:24])=[N:21][C:20]=3[C:25]3[CH:30]=[CH:29][CH:28]=[CH:27][CH:26]=3)[CH2:12][CH2:11]2)=[CH:4][CH:3]=1.[ClH:40].O1CCOCC1. (6) Given the product [CH2:1]([N:5]1[C:10]([NH:11][C:15]2[CH:16]=[C:17]([CH3:22])[CH:18]=[C:19]([CH3:21])[CH:20]=2)=[C:9]([CH2:23][CH3:24])[C:8](=[O:25])[NH:7][C:6]1=[O:26])[CH:2]=[CH:3][CH3:4], predict the reactants needed to synthesize it. The reactants are: [CH2:1]([N:5]1[C:10]([N:11]([C:15]2[CH:20]=[C:19]([CH3:21])[CH:18]=[C:17]([CH3:22])[CH:16]=2)C(=O)C)=[C:9]([CH2:23][CH3:24])[C:8](=[O:25])[NH:7][C:6]1=[O:26])[CH:2]=[CH:3][CH3:4].C[O-].[Na+]. (7) Given the product [CH2:42]([N:25]([C:26]1[CH:27]=[CH:28][C:29]2[O:34][CH2:33][C:32](=[O:35])[N:31]([CH2:36][CH2:37][CH2:38][O:39][CH3:40])[C:30]=2[CH:41]=1)[C:24]([C@H:22]1[CH2:21][C@@H:20]([NH:45][C:53](=[O:58])[C:54]([CH3:57])([CH3:56])[CH3:55])[CH2:19][NH:18][CH2:23]1)=[O:44])[CH3:43], predict the reactants needed to synthesize it. The reactants are: C1C2C(COC([N:18]3[CH2:23][C@@H:22]([C:24](=[O:44])[N:25]([CH2:42][CH3:43])[C:26]4[CH:27]=[CH:28][C:29]5[O:34][CH2:33][C:32](=[O:35])[N:31]([CH2:36][CH2:37][CH2:38][O:39][CH3:40])[C:30]=5[CH:41]=4)[CH2:21][C@@H:20]([NH2:45])[CH2:19]3)=O)C3C(=CC=CC=3)C=2C=CC=1.FC(F)(F)C([O-])=O.[C:53](Cl)(=[O:58])[C:54]([CH3:57])([CH3:56])[CH3:55]. (8) Given the product [Br:1][C:2]1[CH:13]=[CH:12][C:5]2[O:6][CH2:7][CH2:8]/[C:9](=[CH:22]\[N:23]([CH3:25])[CH3:24])/[C:10](=[O:11])[C:4]=2[CH:3]=1, predict the reactants needed to synthesize it. The reactants are: [Br:1][C:2]1[CH:13]=[CH:12][C:5]2[O:6][CH2:7][CH2:8][CH2:9][C:10](=[O:11])[C:4]=2[CH:3]=1.C1CCCCC1.CO[CH:22](OC)[N:23]([CH3:25])[CH3:24]. (9) Given the product [CH2:6]([N:13]1[CH2:14][CH2:15][CH:16]([C:19]([N:3]([O:4][CH3:5])[CH3:2])=[O:21])[CH2:17][CH2:18]1)[C:7]1[CH:8]=[CH:9][CH:10]=[CH:11][CH:12]=1, predict the reactants needed to synthesize it. The reactants are: Cl.[CH3:2][NH:3][O:4][CH3:5].[CH2:6]([N:13]1[CH2:18][CH2:17][CH:16]([C:19]([O:21]C)=O)[CH2:15][CH2:14]1)[C:7]1[CH:12]=[CH:11][CH:10]=[CH:9][CH:8]=1.C([Mg]Br)(C)C.[Cl-].[NH4+]. (10) Given the product [Na+:51].[F:21][C:18]1[CH:17]=[CH:16][C:15]([C:14]2[C:13]([C:22]3[CH:27]=[CH:26][C:25]([F:28])=[CH:24][CH:23]=3)=[C:12]([C:29](=[O:39])[NH:30][C:31]3[CH:36]=[CH:35][CH:34]=[C:33]([O:37][CH3:38])[CH:32]=3)[N:11]([CH:40]([CH3:42])[CH3:41])[C:10]=2[CH2:9][CH2:8][C@@H:7]([OH:43])[CH2:6][C@@H:5]([OH:44])[CH2:4][C:3]([O-:45])=[O:2])=[CH:20][CH:19]=1, predict the reactants needed to synthesize it. The reactants are: C[O:2][C:3](=[O:45])[CH2:4][C@H:5]([OH:44])[CH2:6][C@H:7]([OH:43])[CH2:8][CH2:9][C:10]1[N:11]([CH:40]([CH3:42])[CH3:41])[C:12]([C:29](=[O:39])[NH:30][C:31]2[CH:36]=[CH:35][CH:34]=[C:33]([O:37][CH3:38])[CH:32]=2)=[C:13]([C:22]2[CH:27]=[CH:26][C:25]([F:28])=[CH:24][CH:23]=2)[C:14]=1[C:15]1[CH:20]=[CH:19][C:18]([F:21])=[CH:17][CH:16]=1.C(O)C.O.[OH-].[Na+:51].